Dataset: Catalyst prediction with 721,799 reactions and 888 catalyst types from USPTO. Task: Predict which catalyst facilitates the given reaction. (1) Reactant: [C:1]([C:3]1[CH:11]=[CH:10][CH:9]=[C:8]2[C:4]=1[CH:5]=[CH:6][NH:7]2)#[N:2].[H-].[Na+].I[CH3:15]. Product: [CH3:15][N:7]1[C:8]2[CH:9]=[CH:10][CH:11]=[C:3]([C:1]#[N:2])[C:4]=2[CH:5]=[CH:6]1. The catalyst class is: 3. (2) Reactant: [ClH:1].[S:2]1[C:6]2[CH:7]=[CH:8][CH:9]=[CH:10][C:5]=2[C:4]([N:11]2[CH2:16][CH2:15][N:14]([CH2:17][C@@H:18]3[CH2:23][CH2:22][CH2:21][CH2:20][C@H:19]3[CH2:24][N:25]3[C:33](=[O:34])[C@H:32]4[C@H:27]([C@H:28]5[CH2:35][C@@H:31]4[CH2:30][CH2:29]5)[C:26]3=[O:36])[CH2:13][CH2:12]2)=[N:3]1.Cl.C(OCC)(=[O:40])C. Product: [OH2:34].[OH2:40].[ClH:1].[ClH:1].[S:2]1[C:6]2[CH:7]=[CH:8][CH:9]=[CH:10][C:5]=2[C:4]([N:11]2[CH2:12][CH2:13][N:14]([CH2:17][C@@H:18]3[CH2:23][CH2:22][CH2:21][CH2:20][C@H:19]3[CH2:24][N:25]3[C:26](=[O:36])[C@H:27]4[C@H:32]([C@H:31]5[CH2:35][C@@H:28]4[CH2:29][CH2:30]5)[C:33]3=[O:34])[CH2:15][CH2:16]2)=[N:3]1. The catalyst class is: 13. (3) Reactant: [NH2:1][C:2]1[CH:7]=[CH:6][C:5]([N:8]2[CH2:13][CH2:12][O:11][CH2:10][C:9]2=[O:14])=[CH:4][CH:3]=1.O.C([O-])(O)=O.[Na+].[C:21](Cl)([O:23][CH2:24][C:25]1[CH:30]=[CH:29][CH:28]=[CH:27][CH:26]=1)=[O:22]. Product: [O:14]=[C:9]1[N:8]([C:5]2[CH:4]=[CH:3][C:2]([NH:1][C:21](=[O:22])[O:23][CH2:24][C:25]3[CH:30]=[CH:29][CH:28]=[CH:27][CH:26]=3)=[CH:7][CH:6]=2)[CH2:13][CH2:12][O:11][CH2:10]1. The catalyst class is: 21. (4) Reactant: [CH2:1]([O:5][CH2:6][CH2:7][O:8][C:9]1[CH:14]=[CH:13][C:12]([C:15]2[CH:16]=[CH:17][C:18]3[N:24]([CH2:25][CH:26]([CH3:28])[CH3:27])[CH2:23][CH2:22][C:21]([C:29]([NH:31][C:32]4[CH:37]=[CH:36][C:35]([S:38][CH2:39][C:40]5[N:41]=[N:42][N:43]([CH3:45])[N:44]=5)=[CH:34][CH:33]=4)=[O:30])=[CH:20][C:19]=3[CH:46]=2)=[CH:11][CH:10]=1)[CH2:2][CH2:3][CH3:4].ClC1C=CC=C(C(OO)=[O:55])C=1.S([O-])([O-])(=O)=S.[Na+].[Na+]. Product: [CH2:1]([O:5][CH2:6][CH2:7][O:8][C:9]1[CH:10]=[CH:11][C:12]([C:15]2[CH:16]=[CH:17][C:18]3[N:24]([CH2:25][CH:26]([CH3:27])[CH3:28])[CH2:23][CH2:22][C:21]([C:29]([NH:31][C:32]4[CH:33]=[CH:34][C:35]([S:38]([CH2:39][C:40]5[N:41]=[N:42][N:43]([CH3:45])[N:44]=5)=[O:55])=[CH:36][CH:37]=4)=[O:30])=[CH:20][C:19]=3[CH:46]=2)=[CH:13][CH:14]=1)[CH2:2][CH2:3][CH3:4]. The catalyst class is: 2. (5) Reactant: [F:1][C:2]1[C:3](I)=[C:4]([CH:26]=[CH:27][CH:28]=1)[C:5]([N:7]1[CH2:12][CH2:11][CH2:10][C@@H:9]([CH3:13])[C@H:8]1[CH2:14][N:15]1[C:23](=[O:24])[C:22]2[C:17](=[CH:18][CH:19]=[CH:20][CH:21]=2)[C:16]1=[O:25])=[O:6].C([Sn](CCCC)(CCCC)[C:35]1[N:40]=[CH:39][CH:38]=[CH:37][N:36]=1)CCC.[F-].[Cs+]. Product: [F:1][C:2]1[C:3]([C:35]2[N:40]=[CH:39][CH:38]=[CH:37][N:36]=2)=[C:4]([CH:26]=[CH:27][CH:28]=1)[C:5]([N:7]1[CH2:12][CH2:11][CH2:10][C@@H:9]([CH3:13])[C@H:8]1[CH2:14][N:15]1[C:23](=[O:24])[C:22]2[C:17](=[CH:18][CH:19]=[CH:20][CH:21]=2)[C:16]1=[O:25])=[O:6]. The catalyst class is: 555. (6) Reactant: [F:1][C:2]1[CH:7]=[CH:6][CH:5]=[CH:4][C:3]=1B(O)O.Br[C:12]1[CH:17]=[CH:16][C:15]([OH:18])=[CH:14][C:13]=1[Cl:19].C(=O)([O-])[O-].[Cs+].[Cs+]. Product: [Cl:19][C:13]1[CH:14]=[C:15]([OH:18])[CH:16]=[CH:17][C:12]=1[C:3]1[CH:4]=[CH:5][CH:6]=[CH:7][C:2]=1[F:1]. The catalyst class is: 70. (7) The catalyst class is: 2. Reactant: [Br:1][CH2:2][CH2:3][CH2:4][CH2:5][CH2:6][CH2:7][OH:8].[O:9]1[CH:14]=[CH:13][CH2:12][CH2:11][CH2:10]1.C1(C)C=CC(S(O)(=O)=O)=CC=1. Product: [Br:1][CH2:2][CH2:3][CH2:4][CH2:5][CH2:6][CH2:7][O:8][CH:10]1[CH2:11][CH2:12][CH2:13][CH2:14][O:9]1.